From a dataset of Forward reaction prediction with 1.9M reactions from USPTO patents (1976-2016). Predict the product of the given reaction. (1) The product is: [S:1]([O-:5])([O-:4])(=[O:3])=[O:2].[NH4+:10].[NH4+:6].[CH2:8]([CH2:9][NH:10][C:11]([CH2:14][OH:15])([CH2:16][OH:17])[CH2:12][OH:13])[CH2:18][NH:19][C:20]([CH2:21][OH:22])([CH2:23][OH:24])[CH2:25][OH:26]. Given the reactants [S:1]([O-:5])([O-:4])(=[O:3])=[O:2].[NH4+:6].[NH4+].[CH2:8]([CH2:18][NH:19][C:20]([CH2:25][OH:26])([CH2:23][OH:24])[CH2:21][OH:22])[CH2:9][NH:10][C:11]([CH2:16][OH:17])([CH2:14][OH:15])[CH2:12][OH:13], predict the reaction product. (2) Given the reactants [Br:1][C:2]1[CH:10]=[C:9]([F:11])[CH:8]=[C:7]2[C:3]=1[CH:4]=[C:5]([C:12](OC)=[O:13])[NH:6]2.[H-].C([Al+]CC(C)C)C(C)C.Cl, predict the reaction product. The product is: [Br:1][C:2]1[CH:10]=[C:9]([F:11])[CH:8]=[C:7]2[C:3]=1[CH:4]=[C:5]([CH2:12][OH:13])[NH:6]2. (3) Given the reactants [Cl:1][C:2]1[C:7]([C:8]2[CH:9]=[C:10]3[C:14](=[CH:15][CH:16]=2)[NH:13][N:12]=[CH:11]3)=[CH:6][CH:5]=[CH:4][N:3]=1.Br[C:18]1C=C2C(=CC=1C)N(C(OC(C)(C)C)=O)N=C2.ClC1C(B2OC(C)(C)C(C)(C)O2)=CC=CN=1.C([O-])([O-])=O.[Na+].[Na+], predict the reaction product. The product is: [Cl:1][C:2]1[C:7]([C:8]2[CH:9]=[C:10]3[C:14](=[C:15]([CH3:18])[CH:16]=2)[NH:13][N:12]=[CH:11]3)=[CH:6][CH:5]=[CH:4][N:3]=1. (4) The product is: [N:28]1([CH2:14][CH2:13][C@@H:12]([C@@H:11]2[C@:17]3([CH3:25])[C:8]([C:7]4[CH2:6][CH2:5][C@@H:4]5[C@:21]([C:20]=4[CH2:19][CH2:18]3)([CH3:24])[CH2:22][CH2:23][C@H:2]([OH:1])[C:3]5([CH3:27])[CH3:26])=[CH:9][CH2:10]2)[CH3:16])[CH2:33][CH2:32][O:31][CH2:30][CH2:29]1. Given the reactants [OH:1][C@H:2]1[CH2:23][CH2:22][C@@:21]2([CH3:24])[CH:4]([CH2:5][CH2:6][C:7]3[C:8]4[C@:17]([CH3:25])([CH2:18][CH2:19][C:20]=32)[C@@H:11]([C@@H:12]([CH3:16])[CH2:13][CH:14]=O)[CH2:10][CH:9]=4)[C:3]1([CH3:27])[CH3:26].[NH:28]1[CH2:33][CH2:32][O:31][CH2:30][CH2:29]1.C(O[BH-](OC(=O)C)OC(=O)C)(=O)C.[Na+], predict the reaction product. (5) Given the reactants [F:1][C:2]1[CH:3]=[C:4]([CH:7]=[C:8]([F:11])[C:9]=1F)[CH:5]=[O:6].[Cl:12][C:13]1[CH:14]=[C:15]([OH:19])[CH:16]=[CH:17][CH:18]=1, predict the reaction product. The product is: [Cl:12][C:13]1[CH:14]=[C:15]([CH:16]=[CH:17][CH:18]=1)[O:19][C:9]1[C:8]([F:11])=[CH:7][C:4]([CH:5]=[O:6])=[CH:3][C:2]=1[F:1]. (6) Given the reactants C([O:3][C:4]([C@H:6]1[C@H:10]([C:11](OCC)=[O:12])[CH2:9][N:8]([C:16]([O:18][C:19]([CH3:22])([CH3:21])[CH3:20])=[O:17])[CH2:7]1)=O)C.[Li+].[BH4-], predict the reaction product. The product is: [C:19]([O:18][C:16]([N:8]1[CH2:7][C@@H:6]([CH2:4][OH:3])[C@H:10]([CH2:11][OH:12])[CH2:9]1)=[O:17])([CH3:22])([CH3:21])[CH3:20]. (7) Given the reactants [CH2:1]([N:4]([CH2:12][C:13]([NH:15][C:16]1[C:21]([Cl:22])=[CH:20][C:19]([CH2:23][NH:24]/[C:25](=[N:34]/[C:35]([C:37]2[C:38]([C:43]3[CH:48]=[CH:47][C:46]([O:49][CH2:50][CH:51]=C)=[CH:45][CH:44]=3)=[N:39][O:40][C:41]=2[CH3:42])=[O:36])/[NH:26][C:27]([O:29][C:30]([CH3:33])([CH3:32])[CH3:31])=[O:28])=[CH:18][C:17]=1[Cl:53])=[O:14])[C:5](=[O:11])[O:6][C:7]([CH3:10])([CH3:9])[CH3:8])[CH:2]=C, predict the reaction product. The product is: [C:30]([O:29][C:27]([NH:26][C:25]1[NH:24][CH2:23][C:19]2[CH:18]=[C:17]([Cl:53])[C:16](=[C:21]([Cl:22])[CH:20]=2)[NH:15][C:13](=[O:14])[CH2:12][N:4]([C:5]([O:6][C:7]([CH3:8])([CH3:10])[CH3:9])=[O:11])[CH2:1][CH:2]=[CH:51][CH2:50][O:49][C:46]2[CH:45]=[CH:44][C:43](=[CH:48][CH:47]=2)[C:38]2[C:37](=[C:41]([CH3:42])[O:40][N:39]=2)[C:35](=[O:36])[N:34]=1)=[O:28])([CH3:31])([CH3:32])[CH3:33]. (8) The product is: [Cl:1][C:2]1[CH:11]=[C:6]([C:7]2[CH:13]=[C:12]([C:14]3[CH:19]=[CH:18][C:17]([F:20])=[C:16]([CH3:21])[CH:15]=3)[O:9][N:8]=2)[CH:5]=[N:4][CH:3]=1. Given the reactants [Cl:1][C:2]1[CH:3]=[N:4][CH:5]=[C:6]([CH:11]=1)[C:7](Cl)=[N:8][OH:9].[C:12]([C:14]1[CH:19]=[CH:18][C:17]([F:20])=[C:16]([CH3:21])[CH:15]=1)#[CH:13].N, predict the reaction product.